From a dataset of Catalyst prediction with 721,799 reactions and 888 catalyst types from USPTO. Predict which catalyst facilitates the given reaction. (1) Reactant: C(OC(=O)[NH:7][CH2:8][CH2:9][O:10][CH2:11][CH2:12][C:13]#[N:14])(C)(C)C.[ClH:16]. Product: [ClH:16].[NH2:7][CH2:8][CH2:9][O:10][CH2:11][CH2:12][C:13]#[N:14]. The catalyst class is: 28. (2) Reactant: [Cl:1][C:2]1[C:7]([NH:8][S:9]([CH2:12][CH2:13][CH3:14])(=[O:11])=[O:10])=[CH:6][CH:5]=[CH:4][C:3]=1[NH:15][C:16]([C:18]1[CH:19]=[CH:20][CH:21]=[C:22]2[C:27]=1[N:26]=[CH:25][N:24]=[C:23]2[NH:28]CC1C=CC(OC)=CC=1OC)=[O:17]. Product: [Cl:1][C:2]1[C:7]([NH:8][S:9]([CH2:12][CH2:13][CH3:14])(=[O:10])=[O:11])=[CH:6][CH:5]=[CH:4][C:3]=1[NH:15][C:16]([C:18]1[CH:19]=[CH:20][CH:21]=[C:22]2[C:27]=1[N:26]=[CH:25][N:24]=[C:23]2[NH2:28])=[O:17]. The catalyst class is: 67. (3) Reactant: [N+:1]([O-:4])(O)=[O:2].[F:5][C:6]1[CH:15]=[CH:14][CH:13]=[C:12]([F:16])[C:7]=1[C:8]([O:10][CH3:11])=[O:9]. Product: [F:5][C:6]1[C:15]([N+:1]([O-:4])=[O:2])=[CH:14][CH:13]=[C:12]([F:16])[C:7]=1[C:8]([O:10][CH3:11])=[O:9]. The catalyst class is: 65. (4) The catalyst class is: 21. Product: [CH3:21][CH:12]([C:7]1[CH:8]=[C:9]2[C:4](=[CH:5][CH:6]=1)[CH:3]=[C:2]([O:1][CH2:24][C:22]#[N:23])[CH:11]=[CH:10]2)[CH2:13][NH:14][S:15]([CH:18]([CH3:20])[CH3:19])(=[O:17])=[O:16]. Reactant: [OH:1][C:2]1[CH:3]=[C:4]2[C:9](=[CH:10][CH:11]=1)[CH:8]=[C:7]([CH:12]([CH3:21])[CH2:13][NH:14][S:15]([CH:18]([CH3:20])[CH3:19])(=[O:17])=[O:16])[CH:6]=[CH:5]2.[C:22]([CH2:24]Br)#[N:23].C(=O)([O-])[O-].[K+].[K+]. (5) Reactant: C([O:5][C:6]([CH:8]1[CH2:13][CH2:12][N:11]([C:14]2[C:22]3[C:17](=[CH:18][C:19]([C:23](O)=[O:24])=[CH:20][CH:21]=3)[N:16]([C:26](=[O:38])[C:27]3[C:32]([C:33]([F:36])([F:35])[F:34])=[CH:31][CH:30]=[CH:29][C:28]=3[Cl:37])[N:15]=2)[CH2:10][CH2:9]1)=[O:7])(C)(C)C.Cl.[CH3:40][O:41][CH:42]1[CH2:45][NH:44][CH2:43]1.CN(C(ON1N=NC2C=CC=NC1=2)=[N+](C)C)C.F[P-](F)(F)(F)(F)F.CCN(C(C)C)C(C)C.C(O)(C(F)(F)F)=O. Product: [Cl:37][C:28]1[CH:29]=[CH:30][CH:31]=[C:32]([C:33]([F:36])([F:35])[F:34])[C:27]=1[C:26]([N:16]1[C:17]2[C:22](=[CH:21][CH:20]=[C:19]([C:23]([N:44]3[CH2:45][CH:42]([O:41][CH3:40])[CH2:43]3)=[O:24])[CH:18]=2)[C:14]([N:11]2[CH2:10][CH2:9][CH:8]([C:6]([OH:5])=[O:7])[CH2:13][CH2:12]2)=[N:15]1)=[O:38]. The catalyst class is: 3. (6) Reactant: C=O.[CH3:3][C:4]1[C:9]([NH2:10])=[CH:8][C:7]2=[S+:11][C:12]3[CH:13]=[C:14]([N:19]([CH3:21])[CH3:20])[CH:15]=[CH:16][C:17]=3[N:18]=[C:6]2[CH:5]=1.[Cl-:22]. Product: [CH3:3][C:4]1[C:9]([NH2:10])=[CH:8][C:7]2[S:11][C:12]3[C:17](=[N:18][C:6]=2[CH:5]=1)[CH:16]=[CH:15][C:14](=[N+:19]([CH3:20])[CH3:21])[CH:13]=3.[Cl-:22]. The catalyst class is: 5.